Dataset: Full USPTO retrosynthesis dataset with 1.9M reactions from patents (1976-2016). Task: Predict the reactants needed to synthesize the given product. (1) Given the product [F:1][C:2]1[C:3]([O:21][CH3:22])=[C:4]([CH:8]([CH2:18][CH2:19][CH3:20])[CH2:9][C:10]([C:13]([F:16])([F:14])[F:15])([OH:17])[CH:11]=[N:23][C:24]2[CH:33]=[C:32]([F:34])[CH:31]=[C:30]3[C:25]=2[CH:26]=[N:27][C:28]([CH3:35])=[N:29]3)[CH:5]=[CH:6][CH:7]=1, predict the reactants needed to synthesize it. The reactants are: [F:1][C:2]1[C:3]([O:21][CH3:22])=[C:4]([CH:8]([CH2:18][CH2:19][CH3:20])[CH2:9][C:10]([OH:17])([C:13]([F:16])([F:15])[F:14])[CH:11]=O)[CH:5]=[CH:6][CH:7]=1.[NH2:23][C:24]1[CH:33]=[C:32]([F:34])[CH:31]=[C:30]2[C:25]=1[CH:26]=[N:27][C:28]([CH3:35])=[N:29]2. (2) Given the product [N:9]1([CH2:11][CH:12]2[C:21]3[CH:20]=[CH:19][CH:18]=[C:17]([C:22]#[N:23])[C:16]=3[CH2:15][CH2:14][O:13]2)[CH2:10][CH2:5][NH:6][CH2:7][CH2:8]1, predict the reactants needed to synthesize it. The reactants are: CC([CH:5]1[CH2:10][N:9]([CH2:11][CH:12]2[C:21]3[C:16](=[C:17]([C:22]#[N:23])[CH:18]=[CH:19][CH:20]=3)[CH2:15][CH2:14][O:13]2)[CH2:8][CH2:7][N:6]1C([O-])=O)(C)C.Cl.O1CCOCC1. (3) Given the product [CH3:1][C:2]1[O:3][C:4]2[CH:10]=[C:9]([NH2:11])[CH:8]=[CH:7][C:5]=2[N:6]=1, predict the reactants needed to synthesize it. The reactants are: [CH3:1][C:2]1[O:3][C:4]2[CH:10]=[C:9]([N+:11]([O-])=O)[CH:8]=[CH:7][C:5]=2[N:6]=1. (4) Given the product [C:20]1([CH:26]2[CH2:31][CH2:30][CH2:29][CH2:28][N:27]2[CH2:1][C:3]2[CH:18]=[CH:17][C:6]([O:7][C:8]3[CH:16]=[CH:15][C:11]([C:12]([NH2:14])=[O:13])=[CH:10][N:9]=3)=[CH:5][CH:4]=2)[CH:25]=[CH:24][CH:23]=[CH:22][CH:21]=1, predict the reactants needed to synthesize it. The reactants are: [CH:1]([C:3]1[CH:18]=[CH:17][C:6]([O:7][C:8]2[CH:16]=[CH:15][C:11]([C:12]([NH2:14])=[O:13])=[CH:10][N:9]=2)=[CH:5][CH:4]=1)=O.Cl.[C:20]1([CH:26]2[CH2:31][CH2:30][CH2:29][CH2:28][NH:27]2)[CH:25]=[CH:24][CH:23]=[CH:22][CH:21]=1.C(N(CC)CC)C.[BH4-].[Na+]. (5) Given the product [F:18][C:19]1[CH:24]=[C:23]([F:25])[CH:22]=[CH:21][C:20]=1/[CH:26]=[CH:27]/[C:2]1[C:10]2[NH:9][C:8]3[CH:11]4[CH2:17][CH2:16][N:14]([CH2:15][C:7]=3[C:6]=2[CH:5]=[CH:4][CH:3]=1)[CH2:13][CH2:12]4, predict the reactants needed to synthesize it. The reactants are: Br[C:2]1[C:10]2[NH:9][C:8]3[CH:11]4[CH2:17][CH2:16][N:14]([CH2:15][C:7]=3[C:6]=2[CH:5]=[CH:4][CH:3]=1)[CH2:13][CH2:12]4.[F:18][C:19]1[CH:24]=[C:23]([F:25])[CH:22]=[CH:21][C:20]=1/[CH:26]=[CH:27]/B1OC(C)(C)C(C)(C)O1. (6) The reactants are: [CH3:1][S:2][C:3](SC)=[CH:4][N+:5]([O-:7])=[O:6].[CH3:10][C:11]([C:13]1[CH:18]=[CH:17][CH:16]=[C:15]([NH2:19])[CH:14]=1)=[O:12]. Given the product [CH3:1][S:2][C:3]([NH:19][C:15]1[CH:16]=[CH:17][CH:18]=[C:13]([C:11](=[O:12])[CH3:10])[CH:14]=1)=[CH:4][N+:5]([O-:7])=[O:6], predict the reactants needed to synthesize it.